From a dataset of Catalyst prediction with 721,799 reactions and 888 catalyst types from USPTO. Predict which catalyst facilitates the given reaction. (1) Reactant: [C:1]([CH2:3][C:4]([N:6]1[CH2:10][CH2:9][CH2:8][C@@H:7]1[CH2:11][N:12]1[C:16]2[CH:17]=[CH:18][C:19]([CH2:21][OH:22])=[CH:20][C:15]=2[N:14]=[C:13]1[NH:23][C:24]([C:26]1[S:27][C:28]([CH:31]([F:33])[F:32])=[CH:29][CH:30]=1)=[O:25])=[O:5])#[N:2].[CH3:34][C:35]([CH3:45])([CH2:38][N:39]1[CH2:44][CH2:43][O:42][CH2:41][CH2:40]1)[CH:36]=O.N1CCCC1.Cl[Si](C)(C)C. Product: [C:1]([C:3](=[CH:34][C:35]([CH3:45])([CH3:36])[CH2:38][N:39]1[CH2:44][CH2:43][O:42][CH2:41][CH2:40]1)[C:4]([N:6]1[CH2:10][CH2:9][CH2:8][C@@H:7]1[CH2:11][N:12]1[C:16]2[CH:17]=[CH:18][C:19]([CH2:21][OH:22])=[CH:20][C:15]=2[N:14]=[C:13]1[NH:23][C:24]([C:26]1[S:27][C:28]([CH:31]([F:32])[F:33])=[CH:29][CH:30]=1)=[O:25])=[O:5])#[N:2]. The catalyst class is: 2. (2) Reactant: C([O:8][C:9]1[C:10]([C:32]([NH:34][CH2:35][C:36]([O:38][CH2:39][CH3:40])=[O:37])=[O:33])=[N:11][C:12]([CH2:16][CH:17]2[CH2:22][CH2:21][N:20]([C:23]3[CH:28]=[CH:27][C:26]([CH:29]4[CH2:31][CH2:30]4)=[CH:25][CH:24]=3)[CH2:19][CH2:18]2)=[N:13][C:14]=1[CH3:15])C1C=CC=CC=1. Product: [OH:8][C:9]1[C:10]([C:32]([NH:34][CH2:35][C:36]([O:38][CH2:39][CH3:40])=[O:37])=[O:33])=[N:11][C:12]([CH2:16][CH:17]2[CH2:22][CH2:21][N:20]([C:23]3[CH:28]=[CH:27][C:26]([CH2:29][CH2:30][CH3:31])=[CH:25][CH:24]=3)[CH2:19][CH2:18]2)=[N:13][C:14]=1[CH3:15].[CH:29]1([C:26]2[CH:25]=[CH:24][C:23]([N:20]3[CH2:19][CH2:18][CH:17]([CH2:16][C:12]4[N:11]=[C:10]([C:32]([NH:34][CH2:35][C:36]([O:38][CH2:39][CH3:40])=[O:37])=[O:33])[C:9]([OH:8])=[C:14]([CH3:15])[N:13]=4)[CH2:22][CH2:21]3)=[CH:28][CH:27]=2)[CH2:31][CH2:30]1. The catalyst class is: 78.